From a dataset of Catalyst prediction with 721,799 reactions and 888 catalyst types from USPTO. Predict which catalyst facilitates the given reaction. (1) Product: [CH:1]1([N:5]2[CH2:11][CH2:10][CH2:9][N:8]([C:12]([N:14]3[CH2:15][CH:16]([O:18][C:22]4[N:27]=[CH:26][C:25]([O:30][CH3:29])=[CH:24][N:23]=4)[CH2:17]3)=[O:13])[CH2:7][CH2:6]2)[CH2:4][CH2:3][CH2:2]1. The catalyst class is: 633. Reactant: [CH:1]1([N:5]2[CH2:11][CH2:10][CH2:9][N:8]([C:12]([N:14]3[CH2:17][CH:16]([OH:18])[CH2:15]3)=[O:13])[CH2:7][CH2:6]2)[CH2:4][CH2:3][CH2:2]1.[H-].[Na+].Cl[C:22]1[N:27]=[CH:26][C:25](F)=[CH:24][N:23]=1.[CH3:29][OH:30]. (2) Reactant: [CH2:1]([N:3]([CH2:28][CH3:29])[C:4](=[O:27])[C:5]1[CH:10]=[CH:9][C:8]([CH:11]([C:18]2[CH:23]=[CH:22][CH:21]=[C:20]([N+:24]([O-:26])=[O:25])[CH:19]=2)[N:12]2[CH2:17][CH2:16][NH:15][CH2:14][CH2:13]2)=[CH:7][CH:6]=1)[CH3:2].C1(C)C=CC(C([C@](C(O)=O)(O)[C@](C(C2C=CC(C)=CC=2)=O)(O)C(O)=O)=O)=CC=1. Product: [CH2:28]([N:3]([CH2:1][CH3:2])[C:4](=[O:27])[C:5]1[CH:10]=[CH:9][C:8]([C@H:11]([C:18]2[CH:23]=[CH:22][CH:21]=[C:20]([N+:24]([O-:26])=[O:25])[CH:19]=2)[N:12]2[CH2:17][CH2:16][NH:15][CH2:14][CH2:13]2)=[CH:7][CH:6]=1)[CH3:29]. The catalyst class is: 8. (3) Reactant: [F:8][C:7]([F:10])([F:9])[C:6](O[C:6](=[O:11])[C:7]([F:10])([F:9])[F:8])=[O:11].[CH3:14][C:15]1([CH2:28][NH:29][C@@H:30]2[CH2:32][C@H:31]2[C:33]2[CH:38]=[CH:37][CH:36]=[CH:35][CH:34]=2)[CH2:20][CH2:19][N:18]([C:21]([O:23][C:24]([CH3:27])([CH3:26])[CH3:25])=[O:22])[CH2:17][CH2:16]1.C(N(CC)C(C)C)(C)C. Product: [CH3:14][C:15]1([CH2:28][N:29]([C@@H:30]2[CH2:32][C@H:31]2[C:33]2[CH:38]=[CH:37][CH:36]=[CH:35][CH:34]=2)[C:6](=[O:11])[C:7]([F:8])([F:9])[F:10])[CH2:16][CH2:17][N:18]([C:21]([O:23][C:24]([CH3:25])([CH3:26])[CH3:27])=[O:22])[CH2:19][CH2:20]1. The catalyst class is: 2. (4) Reactant: Br[CH2:2][C:3]([OH:5])=[O:4].[CH2:6]([NH2:9])[CH2:7][CH3:8].[OH-].[Na+].[C:12](=O)([O:18]C(C)(C)C)[O:13][C:14]([CH3:17])([CH3:16])[CH3:15].O.C(O)(=O)CC(CC(O)=O)(C(O)=O)O. Product: [C:14]([O:13][C:12]([N:9]([CH2:2][C:3]([OH:5])=[O:4])[CH2:6][CH2:7][CH3:8])=[O:18])([CH3:17])([CH3:16])[CH3:15]. The catalyst class is: 214. (5) Reactant: [CH3:1][O:2][C:3]1[CH:4]=[C:5]2[C:10](=[CH:11][CH:12]=1)[CH:9]=[C:8]([C@H:13]([CH3:17])[C:14]([OH:16])=[O:15])[CH:7]=[CH:6]2.[CH2:18]([O:25][CH2:26][C@H:27]([OH:30])[CH2:28]O)[C:19]1[CH:24]=[CH:23][CH:22]=[CH:21][CH:20]=1.C1(N=C=NC2CCCCC2)CCCCC1. Product: [CH3:1][O:2][C:3]1[CH:4]=[C:5]2[C:10](=[CH:11][CH:12]=1)[CH:9]=[C:8]([C@H:13]([CH3:17])[C:14]([O:16][CH2:28][C@H:27]([OH:30])[CH2:26][O:25][CH2:18][C:19]1[CH:24]=[CH:23][CH:22]=[CH:21][CH:20]=1)=[O:15])[CH:7]=[CH:6]2. The catalyst class is: 79. (6) Reactant: [OH:1][C:2]1[CH:11]=[CH:10][CH:9]=[CH:8][C:3]=1[C:4]([O:6][CH3:7])=[O:5].C([O-])([O-])=O.[K+].[K+].Br[CH2:19][C:20]1[CH:25]=[CH:24][C:23]([B:26]2[O:34][C:31]([CH3:33])([CH3:32])[C:28]([CH3:30])([CH3:29])[O:27]2)=[CH:22][CH:21]=1. Product: [CH3:32][C:31]1([CH3:33])[C:28]([CH3:29])([CH3:30])[O:27][B:26]([C:23]2[CH:22]=[CH:21][C:20]([CH2:19][O:1][C:2]3[CH:11]=[CH:10][CH:9]=[CH:8][C:3]=3[C:4]([O:6][CH3:7])=[O:5])=[CH:25][CH:24]=2)[O:34]1. The catalyst class is: 10. (7) Reactant: [CH3:1][O-:2].[Na+].[Br:4][C:5]1[CH:6]=[C:7](F)[CH:8]=[C:9]([Br:21])[C:10]=1[O:11][C:12]1[CH:17]=[CH:16][C:15]([N+:18]([O-:20])=[O:19])=[CH:14][CH:13]=1. Product: [Br:4][C:5]1[CH:6]=[C:7]([O:2][CH3:1])[CH:8]=[C:9]([Br:21])[C:10]=1[O:11][C:12]1[CH:17]=[CH:16][C:15]([N+:18]([O-:20])=[O:19])=[CH:14][CH:13]=1. The catalyst class is: 9.